The task is: Predict the product of the given reaction.. This data is from Forward reaction prediction with 1.9M reactions from USPTO patents (1976-2016). (1) Given the reactants [CH2:1]([OH:4])[C:2]#[CH:3].Br[C:6]1[CH:15]=[CH:14][C:13](Br)=[CH:12][C:7]=1[C:8]([O:10][CH3:11])=[O:9], predict the reaction product. The product is: [OH:4][CH2:1][C:2]#[C:3][C:6]1[CH:15]=[CH:14][C:13]([C:3]#[C:2][CH2:1][OH:4])=[CH:12][C:7]=1[C:8]([O:10][CH3:11])=[O:9]. (2) Given the reactants [CH2:1]([C:4]1[C:12]([O:13][CH2:14][C:15]2[CH:20]=[CH:19][CH:18]=[CH:17][CH:16]=2)=[CH:11][CH:10]=[C:9]2[C:5]=1[CH:6]=[CH:7][NH:8]2)[CH:2]=[CH2:3].[H-].[Na+].[CH3:23]I, predict the reaction product. The product is: [CH2:1]([C:4]1[C:12]([O:13][CH2:14][C:15]2[CH:20]=[CH:19][CH:18]=[CH:17][CH:16]=2)=[CH:11][CH:10]=[C:9]2[C:5]=1[CH:6]=[CH:7][N:8]2[CH3:23])[CH:2]=[CH2:3].